Dataset: Peptide-MHC class II binding affinity with 134,281 pairs from IEDB. Task: Regression. Given a peptide amino acid sequence and an MHC pseudo amino acid sequence, predict their binding affinity value. This is MHC class II binding data. (1) The peptide sequence is ASKNFHLQKNTIGTG. The binding affinity (normalized) is 0.338. The MHC is HLA-DQA10102-DQB10602 with pseudo-sequence HLA-DQA10102-DQB10602. (2) The peptide sequence is LVGPFNFRFMSKGGMRNVFDEVIPT. The MHC is DRB1_0404 with pseudo-sequence DRB1_0404. The binding affinity (normalized) is 0.331. (3) The peptide sequence is EKKYWAATQFEPLAA. The MHC is HLA-DPA10301-DPB10402 with pseudo-sequence HLA-DPA10301-DPB10402. The binding affinity (normalized) is 0.839. (4) The binding affinity (normalized) is 0.541. The MHC is DRB1_0901 with pseudo-sequence DRB1_0901. The peptide sequence is VTKTSGSAASMVNGV. (5) The peptide sequence is LWEVKSAKPLTGPMN. The MHC is DRB1_0101 with pseudo-sequence DRB1_0101. The binding affinity (normalized) is 0.583. (6) The peptide sequence is AFKTAATAANAAPAN. The MHC is DRB1_0701 with pseudo-sequence DRB1_0701. The binding affinity (normalized) is 0.396. (7) The peptide sequence is ADLGYGPATPAAPAA. The MHC is DRB1_0101 with pseudo-sequence DRB1_0101. The binding affinity (normalized) is 0.940.